Dataset: Peptide-MHC class I binding affinity with 185,985 pairs from IEDB/IMGT. Task: Regression. Given a peptide amino acid sequence and an MHC pseudo amino acid sequence, predict their binding affinity value. This is MHC class I binding data. (1) The peptide sequence is IYDFYNAEY. The MHC is HLA-B40:01 with pseudo-sequence HLA-B40:01. The binding affinity (normalized) is 0.0847. (2) The peptide sequence is AYLFTPLFK. The MHC is HLA-A24:03 with pseudo-sequence HLA-A24:03. The binding affinity (normalized) is 0.518. (3) The peptide sequence is HLYPVARQR. The MHC is HLA-A03:01 with pseudo-sequence HLA-A03:01. The binding affinity (normalized) is 0.723. (4) The peptide sequence is VPSAEDNYLA. The binding affinity (normalized) is 0.00773. The MHC is HLA-B53:01 with pseudo-sequence HLA-B53:01. (5) The peptide sequence is NHINVWLSL. The MHC is Mamu-A07 with pseudo-sequence Mamu-A07. The binding affinity (normalized) is 0.939. (6) The peptide sequence is QPKPGTRMVM. The MHC is HLA-B35:01 with pseudo-sequence HLA-B35:01. The binding affinity (normalized) is 0.342.